This data is from Retrosynthesis with 50K atom-mapped reactions and 10 reaction types from USPTO. The task is: Predict the reactants needed to synthesize the given product. (1) The reactants are: COC(=O)C(=O)Nc1cccc(OCCCOc2ccc(C(C)=O)c(OC)c2CCC(F)(F)F)c1. Given the product COC(=O)C(=O)Nc1cccc(OCCCOc2ccc(C(C)=O)c(O)c2CCC(F)(F)F)c1, predict the reactants needed to synthesize it. (2) Given the product C=CCc1cccc2c1OCc1c(C(=O)O)ncn1-2, predict the reactants needed to synthesize it. The reactants are: C=CCc1cccc2c1OCc1c(C(=O)OCC)ncn1-2. (3) Given the product Cc1nc(N2C[C@H](C)N(Cc3ccc(F)cc3)C2=O)sc1C(=O)NCc1cccnc1, predict the reactants needed to synthesize it. The reactants are: Cc1nc(N2C[C@H](C)N(Cc3ccc(F)cc3)C2=O)sc1C(=O)O.NCc1cccnc1.